Dataset: Antibody paratope prediction from SAbDab with 1,023 antibody chains. Task: Token-level Classification. Given an antibody amino acid sequence, predict which amino acid positions are active in antigen binding. Output is a list of indices for active paratope positions. Given the antibody sequence: EIVLTQSPGTQSLSPGERATLSCRASQSVGNNKLAWYQQRPGQAPRLLIYGASSRPSGVADRFSGSGSGTDFTLTISRLEPEDFAVYYCQQYGQSLSTFGQGTKVEVK, which amino acid positions are active in antigen binding (paratope)? The paratope positions are: [30].